The task is: Predict the product of the given reaction.. This data is from Forward reaction prediction with 1.9M reactions from USPTO patents (1976-2016). Given the reactants C[C:2]([CH3:5])([O-])C.[K+].[N:7]1[CH:8]=[CH:9][N:10]2[CH:15]=[CH:14][C:13]([CH:16]=O)=[CH:12][C:11]=12.O, predict the reaction product. The product is: [CH3:11][N:7]1[CH:8]=[CH:9][N:10]=[C:2]1/[CH:5]=[CH:16]/[C:13]1[CH:14]=[CH:15][N:10]2[CH:9]=[CH:8][N:7]=[C:11]2[CH:12]=1.